From a dataset of Reaction yield outcomes from USPTO patents with 853,638 reactions. Predict the reaction yield, written as a fraction of the theoretical maximum amount of product (1.0 means a 100% yield; for example, 0.34 means a 34% yield). The reactants are [NH:1]1[CH:5]=[C:4]([C:6]2[C:7]([NH2:12])=[N:8][CH:9]=[CH:10][CH:11]=2)[CH:3]=[N:2]1.[H-].[Na+].Cl[CH2:16][C:17]1[CH:18]=[CH:19][C:20]([O:23][C:24]2[CH:29]=[CH:28][CH:27]=[CH:26][CH:25]=2)=[N:21][CH:22]=1. The catalyst is CN(C)C=O. The product is [O:23]([C:20]1[N:21]=[CH:22][C:17]([CH2:16][N:1]2[CH:5]=[C:4]([C:6]3[C:7]([NH2:12])=[N:8][CH:9]=[CH:10][CH:11]=3)[CH:3]=[N:2]2)=[CH:18][CH:19]=1)[C:24]1[CH:25]=[CH:26][CH:27]=[CH:28][CH:29]=1. The yield is 0.582.